This data is from Forward reaction prediction with 1.9M reactions from USPTO patents (1976-2016). The task is: Predict the product of the given reaction. (1) Given the reactants [O:1]1[C:5]2[CH:6]=[CH:7][C:8]([CH2:10][C:11]3[NH:19][C:18]4[C:13](=[N:14][C:15]([F:21])=[N:16][C:17]=4[NH2:20])[N:12]=3)=[CH:9][C:4]=2[O:3][CH2:2]1.C1C(=O)N([I:29])C(=O)C1.C(O)(C(F)(F)F)=O, predict the reaction product. The product is: [F:21][C:15]1[N:14]=[C:13]2[C:18]([NH:19][C:11]([CH2:10][C:8]3[C:7]([I:29])=[CH:6][C:5]4[O:1][CH2:2][O:3][C:4]=4[CH:9]=3)=[N:12]2)=[C:17]([NH2:20])[N:16]=1. (2) The product is: [Br:16][C:17]1[CH:22]=[C:21]([CH3:23])[C:20]([CH:3]([C:2]([CH3:8])([CH3:7])[CH3:1])[C:4]([NH2:11])=[O:5])=[C:19]([Cl:25])[CH:18]=1. Given the reactants [CH3:1][C:2]([CH3:8])([CH3:7])[CH2:3][C:4](Cl)=[O:5].C([N:11](CC)CC)C.[Br:16][C:17]1[CH:22]=[C:21]([CH3:23])[C:20](N)=[C:19]([Cl:25])[CH:18]=1.O, predict the reaction product. (3) Given the reactants FC(F)(F)S(O[C:7]1[CH:12]=[CH:11][CH:10]=[C:9]([C:13]2[C:22]3[CH2:21][CH2:20][C@H:19]4[C@H:23]([CH3:28])[C:24](=[O:27])[CH2:25][CH2:26][C@:18]4([C:29]4[CH:34]=[CH:33][CH:32]=[CH:31][CH:30]=4)[C:17]=3[N:16]=[C:15]([CH3:35])[N:14]=2)[CH:8]=1)(=O)=O.[OH:38][C:39]1[CH:44]=[CH:43][C:42](B(O)O)=[CH:41][CH:40]=1.[F-].[K+].[O-]P([O-])([O-])=O.[K+].[K+].[K+], predict the reaction product. The product is: [OH:38][C:39]1[CH:44]=[CH:43][C:42]([C:11]2[CH:12]=[CH:7][CH:8]=[C:9]([C:13]3[C:22]4[CH2:21][CH2:20][C@H:19]5[C@H:23]([CH3:28])[C:24](=[O:27])[CH2:25][CH2:26][C@:18]5([C:29]5[CH:34]=[CH:33][CH:32]=[CH:31][CH:30]=5)[C:17]=4[N:16]=[C:15]([CH3:35])[N:14]=3)[CH:10]=2)=[CH:41][CH:40]=1. (4) The product is: [Si:7]([O:14][C:15]1[CH:20]=[CH:19][C:18]([NH2:21])=[CH:17][CH:16]=1)([C:10]([CH3:13])([CH3:12])[CH3:11])([CH3:9])[CH3:8]. Given the reactants C(OCC)(=O)C.[Si:7]([O:14][C:15]1[CH:20]=[CH:19][C:18]([N+:21]([O-])=O)=[CH:17][CH:16]=1)([C:10]([CH3:13])([CH3:12])[CH3:11])([CH3:9])[CH3:8].[H][H], predict the reaction product. (5) Given the reactants [CH3:1][O:2][C:3](=[O:27])/[CH:4]=[CH:5]/[C:6]1[CH:7]=[C:8]2[C:23](=[CH:24][CH:25]=1)[O:22][C:11]1([CH2:14][N:13]([C:15](OC(C)(C)C)=O)[CH2:12]1)[CH2:10][C:9]2=[O:26].[C:28]1([CH2:34]C=O)[CH:33]=[CH:32][CH:31]=[CH:30][CH:29]=1.[BH-](OC(C)=O)(OC(C)=O)OC(C)=O.[Na+], predict the reaction product. The product is: [CH3:1][O:2][C:3](=[O:27])/[CH:4]=[CH:5]/[C:6]1[CH:7]=[C:8]2[C:23](=[CH:24][CH:25]=1)[O:22][C:11]1([CH2:14][N:13]([CH2:15][CH2:34][C:28]3[CH:33]=[CH:32][CH:31]=[CH:30][CH:29]=3)[CH2:12]1)[CH2:10][C:9]2=[O:26]. (6) Given the reactants C([O:3][C:4](=[O:37])[CH2:5][CH2:6][CH2:7][CH2:8][O:9][C:10]1[CH:15]=[CH:14][C:13]([C:16]([CH2:34][CH3:35])([C:19]2[CH:24]=[CH:23][C:22]([CH2:25][CH2:26][CH:27]([OH:32])[C:28]([CH3:31])([CH3:30])[CH3:29])=[C:21]([CH3:33])[CH:20]=2)[CH2:17][CH3:18])=[CH:12][C:11]=1[CH3:36])C.[OH-].[K+].Cl, predict the reaction product. The product is: [CH2:17]([C:16]([C:13]1[CH:14]=[CH:15][C:10]([O:9][CH2:8][CH2:7][CH2:6][CH2:5][C:4]([OH:37])=[O:3])=[C:11]([CH3:36])[CH:12]=1)([C:19]1[CH:24]=[CH:23][C:22]([CH2:25][CH2:26][CH:27]([OH:32])[C:28]([CH3:30])([CH3:31])[CH3:29])=[C:21]([CH3:33])[CH:20]=1)[CH2:34][CH3:35])[CH3:18]. (7) Given the reactants [F:1][C:2]1[C:7]([F:8])=[C:6]([O:9][CH2:10][CH2:11][CH2:12][CH2:13][O:14][CH2:15][CH2:16][CH2:17][CH2:18][CH3:19])[CH:5]=[CH:4][C:3]=1B(O)O.[CH2:23]([O:30][C:31]1[CH:39]=CC(C(O)=O)=CC=1)[C:24]1[CH:29]=[CH:28][CH:27]=[CH:26][CH:25]=1.C(=O)([O-])[O-:41].[Na+].[Na+], predict the reaction product. The product is: [CH2:31]([O:30][C:23]([C:24]1[CH:29]=[CH:28][C:27]([C:3]2[CH:4]=[CH:5][C:6]([O:9][CH2:10][CH2:11][CH2:12][CH2:13][O:14][CH2:15][CH2:16][CH2:17][CH2:18][CH3:19])=[C:7]([F:8])[C:2]=2[F:1])=[CH:26][CH:25]=1)=[O:41])[CH3:39]. (8) The product is: [CH2:1]([O:3][C:4](=[O:15])[C:5]([CH3:7])([C:8]1[C:13]([C:17]#[C:16][C:18]2[CH:23]=[CH:22][CH:21]=[CH:20][CH:19]=2)=[N:12][CH:11]=[CH:10][N:9]=1)[CH3:6])[CH3:2]. Given the reactants [CH2:1]([O:3][C:4](=[O:15])[C:5]([C:8]1[C:13](Cl)=[N:12][CH:11]=[CH:10][N:9]=1)([CH3:7])[CH3:6])[CH3:2].[C:16]([C:18]1[CH:23]=[CH:22][CH:21]=[CH:20][C:19]=1C(F)(F)F)#[CH:17].C(=O)([O-])[O-].[Cs+].[Cs+], predict the reaction product. (9) Given the reactants [Cl:1][C:2]1[CH:7]=[CH:6][CH:5]=[C:4]([Cl:8])[C:3]=1[N:9]1[CH:20]=[C:19]([CH:21]=O)[C:12]2[N:13]=[C:14]([S:17][CH3:18])[N:15]=[CH:16][C:11]=2[C:10]1=[O:23].[F:24][C:25]([F:29])([F:28])[CH2:26][NH2:27].C([BH3-])#N.[Na+].C(O)(=O)C, predict the reaction product. The product is: [Cl:1][C:2]1[CH:7]=[CH:6][CH:5]=[C:4]([Cl:8])[C:3]=1[N:9]1[CH:20]=[C:19]([CH2:21][NH:27][CH2:26][C:25]([F:29])([F:28])[F:24])[C:12]2[N:13]=[C:14]([S:17][CH3:18])[N:15]=[CH:16][C:11]=2[C:10]1=[O:23]. (10) Given the reactants [CH2:1]([O:8][C:9]([N:11]1[CH2:15][C@H:14]([O:16][CH3:17])[CH2:13][C@H:12]1[C:18]#[N:19])=[O:10])[C:2]1[CH:7]=[CH:6][CH:5]=[CH:4][CH:3]=1.Cl.[NH2:21][OH:22].C(N(CC)CC)C, predict the reaction product. The product is: [CH2:1]([O:8][C:9]([N:11]1[CH2:15][C@H:14]([O:16][CH3:17])[CH2:13][C@H:12]1[C:18]([NH2:19])=[N:21][OH:22])=[O:10])[C:2]1[CH:7]=[CH:6][CH:5]=[CH:4][CH:3]=1.